From a dataset of Full USPTO retrosynthesis dataset with 1.9M reactions from patents (1976-2016). Predict the reactants needed to synthesize the given product. (1) Given the product [Br:1][C:2]1[CH:3]=[CH:4][C:5]([O:10][CH3:11])=[C:6]([CH:9]=1)[CH2:7][O:8][Si:17]([C:20]([CH3:23])([CH3:22])[CH3:21])([CH3:19])[CH3:18], predict the reactants needed to synthesize it. The reactants are: [Br:1][C:2]1[CH:3]=[CH:4][C:5]([O:10][CH3:11])=[C:6]([CH:9]=1)[CH2:7][OH:8].N1C=CN=C1.[Si:17](Cl)([C:20]([CH3:23])([CH3:22])[CH3:21])([CH3:19])[CH3:18].O. (2) Given the product [CH2:1]([C:3]1[C:11]2[O:10][C:9]([C:12]3[CH:17]=[CH:16][C:15]([OH:18])=[CH:14][CH:13]=3)=[CH:8][C:7]=2[CH:6]=[C:5]([OH:20])[CH:4]=1)[CH3:2], predict the reactants needed to synthesize it. The reactants are: [CH2:1]([C:3]1[C:11]2[O:10][C:9]([C:12]3[CH:17]=[CH:16][C:15]([O:18]C)=[CH:14][CH:13]=3)=[CH:8][C:7]=2[CH:6]=[C:5]([O:20]C)[CH:4]=1)[CH3:2].N1C(=O)CC[C@H]1C(O)=O.Cl.OC1C=C(C(C)C#N)C2OC(C3C=CC(O)=CC=3)=CC=2C=1. (3) Given the product [CH:48]([NH:44][CH2:43][CH2:42][C@@H:11]1[CH2:10][C@H:9]([C:6]2[CH:7]=[CH:8][C:3]([O:2][CH3:1])=[CH:4][CH:5]=2)[C@@H:14]([O:15][CH2:16][C:17]2[CH:18]=[CH:19][C:20]3[O:25][CH2:24][CH2:23][N:22]([CH2:26][CH2:27][CH2:28][O:29][CH3:30])[C:21]=3[CH:31]=2)[CH2:13][NH:12]1)([CH3:49])[CH3:47], predict the reactants needed to synthesize it. The reactants are: [CH3:1][O:2][C:3]1[CH:8]=[CH:7][C:6]([C@@H:9]2[C@@H:14]([O:15][CH2:16][C:17]3[CH:18]=[CH:19][C:20]4[O:25][CH2:24][CH2:23][N:22]([CH2:26][CH2:27][CH2:28][O:29][CH3:30])[C:21]=4[CH:31]=3)[CH2:13][N:12](S(C3C=CC(C)=CC=3)(=O)=O)[C@H:11]([CH2:42][C:43]#[N:44])[CH2:10]2)=[CH:5][CH:4]=1.B.O1C[CH2:49][CH2:48][CH2:47]1. (4) Given the product [N:9]1[CH:10]=[CH:11][CH:12]=[CH:13][C:8]=1[C:5]1[N:4]=[C:3]([CH2:2][NH:17][CH:14]([CH3:16])[CH3:15])[O:7][N:6]=1, predict the reactants needed to synthesize it. The reactants are: Cl[CH2:2][C:3]1[O:7][N:6]=[C:5]([C:8]2[CH:13]=[CH:12][CH:11]=[CH:10][N:9]=2)[N:4]=1.[CH:14]([NH2:17])([CH3:16])[CH3:15].C(=O)([O-])[O-].[K+].[K+]. (5) Given the product [Br:1][C:2]1[CH:3]=[C:4]([CH:8]([NH2:14])[CH3:9])[CH:5]=[CH:6][CH:7]=1, predict the reactants needed to synthesize it. The reactants are: [Br:1][C:2]1[CH:3]=[C:4]([C:8](=O)[CH3:9])[CH:5]=[CH:6][CH:7]=1.C([O-])=O.[NH4+:14].Cl.